This data is from Full USPTO retrosynthesis dataset with 1.9M reactions from patents (1976-2016). The task is: Predict the reactants needed to synthesize the given product. (1) Given the product [F:14][C:5]1[CH:4]=[C:3]([CH:1]=[O:16])[C:12]([F:13])=[CH:11][C:6]=1[C:7]([NH:9][CH3:10])=[O:8], predict the reactants needed to synthesize it. The reactants are: [C:1]([C:3]1[C:12]([F:13])=[CH:11][C:6]([C:7]([NH:9][CH3:10])=[O:8])=[C:5]([F:14])[CH:4]=1)#N.C(O)=[O:16]. (2) Given the product [Cl:1][C:2]1[C:3]([I:17])=[C:4]2[C:8](=[CH:9][CH:10]=1)[C:7]1([O:16][C:26](=[O:28])[NH:12][C:11]1=[O:15])[CH2:6][CH2:5]2, predict the reactants needed to synthesize it. The reactants are: [Cl:1][C:2]1[C:3]([I:17])=[C:4]2[C:8](=[CH:9][CH:10]=1)[C:7]([OH:16])([C:11](=[NH:15])[O:12]CC)[CH2:6][CH2:5]2.C(N(CC)CC)C.Cl[C:26](Cl)([O:28]C(=O)OC(Cl)(Cl)Cl)Cl. (3) Given the product [OH:6][C:2]1([CH3:14])[N:15]([C:16]2[CH:21]=[CH:20][CH:19]=[CH:18][CH:17]=2)[C:5](=[O:7])[CH:4]=[C:3]1[C:8]1[CH:13]=[CH:12][CH:11]=[CH:10][CH:9]=1, predict the reactants needed to synthesize it. The reactants are: O[C:2]1([CH3:14])[O:6][C:5](=[O:7])[CH:4]=[C:3]1[C:8]1[CH:13]=[CH:12][CH:11]=[CH:10][CH:9]=1.[NH2:15][C:16]1[CH:21]=[CH:20][CH:19]=[CH:18][CH:17]=1.C(OCC)(=O)C. (4) Given the product [Br:1][C:2]1[CH:11]=[C:10]2[C:5]([CH2:6][CH2:7][CH2:8][CH:9]2[OH:12])=[CH:4][CH:3]=1, predict the reactants needed to synthesize it. The reactants are: [Br:1][C:2]1[CH:11]=[C:10]2[C:5]([CH2:6][CH2:7][CH2:8][C:9]2=[O:12])=[CH:4][CH:3]=1.[BH4-].[Na+]. (5) Given the product [Br:1][C:2]1[CH:10]=[CH:9][C:5]2[N:6]=[CH:7][N:8]([S:22]([C:19]3[CH:18]=[CH:17][C:16]([N+:13]([O-:15])=[O:14])=[CH:21][CH:20]=3)(=[O:23])=[O:24])[C:4]=2[CH:3]=1, predict the reactants needed to synthesize it. The reactants are: [Br:1][C:2]1[CH:10]=[CH:9][C:5]2[NH:6][CH:7]=[N:8][C:4]=2[CH:3]=1.[H-].[Na+].[N+:13]([C:16]1[CH:21]=[CH:20][C:19]([S:22](Cl)(=[O:24])=[O:23])=[CH:18][CH:17]=1)([O-:15])=[O:14].O.